This data is from Forward reaction prediction with 1.9M reactions from USPTO patents (1976-2016). The task is: Predict the product of the given reaction. (1) Given the reactants [F:1][C:2]([F:25])([F:24])[C:3]1[NH:7][N:6]=[C:5]([C:8]2[CH:13]=[CH:12][C:11]([C@H:14]3[CH2:19][CH2:18][C@H:17]([CH2:20][C:21]([OH:23])=O)[CH2:16][CH2:15]3)=[CH:10][CH:9]=2)[CH:4]=1.[CH3:26][S:27]([NH2:30])(=[O:29])=[O:28].F[P-](F)(F)(F)(F)F.N1(OC(N(C)C)=[N+](C)C)C2N=CC=CC=2N=N1.C(N(C(C)C)CC)(C)C, predict the reaction product. The product is: [CH3:26][S:27]([NH:30][C:21](=[O:23])[CH2:20][C@H:17]1[CH2:18][CH2:19][C@H:14]([C:11]2[CH:12]=[CH:13][C:8]([C:5]3[NH:6][N:7]=[C:3]([C:2]([F:25])([F:24])[F:1])[CH:4]=3)=[CH:9][CH:10]=2)[CH2:15][CH2:16]1)(=[O:29])=[O:28]. (2) Given the reactants [Cl:1][C:2]1[C:3]([CH2:8][N:9](C=O)C=O)=[N:4][CH:5]=[CH:6][N:7]=1.Cl.C(N)=O, predict the reaction product. The product is: [Cl:1][C:2]1[C:3]([CH2:8][NH2:9])=[N:4][CH:5]=[CH:6][N:7]=1.